This data is from Full USPTO retrosynthesis dataset with 1.9M reactions from patents (1976-2016). The task is: Predict the reactants needed to synthesize the given product. (1) Given the product [CH3:1][O:2][C:3]1[CH:4]=[C:5]([CH:6]=[C:20]([C:17]2[CH:18]=[CH:19][C:14]([OH:13])=[CH:15][CH:16]=2)[C:21]([OH:23])=[O:22])[CH:8]=[C:9]([O:11][CH3:12])[CH:10]=1, predict the reactants needed to synthesize it. The reactants are: [CH3:1][O:2][C:3]1[CH:4]=[C:5]([CH:8]=[C:9]([O:11][CH3:12])[CH:10]=1)[CH:6]=O.[OH:13][C:14]1[CH:19]=[CH:18][C:17]([CH2:20][C:21]([OH:23])=[O:22])=[CH:16][CH:15]=1.C(OC(=O)C)(=O)C.Cl. (2) Given the product [NH2:24][C@@H:25]1[CH2:30][CH2:29][C@H:28]([NH:31][C:2]2[CH:11]=[C:10]([N:12]([CH3:14])[CH3:13])[C:9]3[C:4](=[CH:5][CH:6]=[CH:7][CH:8]=3)[N:3]=2)[CH2:27][CH2:26]1, predict the reactants needed to synthesize it. The reactants are: Cl[C:2]1[CH:11]=[C:10]([N:12]([CH3:14])[CH3:13])[C:9]2[C:4](=[CH:5][CH:6]=[CH:7][CH:8]=2)[N:3]=1.C(OC(=O)[NH:24][C@H:25]1[CH2:30][CH2:29][C@@H:28]([NH2:31])[CH2:27][CH2:26]1)C1C=CC=CC=1.C([O-])(O)=O.[Na+]. (3) Given the product [NH2:11][C:12]1[C:17]2[C:18]([C:21]3[CH:22]=[CH:23][C:24]([NH:27][C:28]([NH:30][C:31]4[CH:36]=[CH:35][CH:34]=[C:33]([F:37])[CH:32]=4)=[O:29])=[CH:25][CH:26]=3)=[CH:19][S:20][C:16]=2[C:15]([C:38]2[CH:39]=[N:40][N:41]([CH2:43][CH2:44][OH:45])[CH:42]=2)=[CH:14][N:13]=1, predict the reactants needed to synthesize it. The reactants are: C([C@@H]([C@H](C(O)=O)O)O)(O)=O.[NH2:11][C:12]1[C:17]2[C:18]([C:21]3[CH:26]=[CH:25][C:24]([NH:27][C:28]([NH:30][C:31]4[CH:36]=[CH:35][CH:34]=[C:33]([F:37])[CH:32]=4)=[O:29])=[CH:23][CH:22]=3)=[CH:19][S:20][C:16]=2[C:15]([C:38]2[CH:39]=[N:40][N:41]([CH2:43][CH2:44][OH:45])[CH:42]=2)=[CH:14][N:13]=1.O. (4) The reactants are: [CH2:1]1[CH:6]2[CH2:7][C:8]3([NH2:11])[CH2:10][CH:4]([CH2:5]2)[CH2:3][CH:2]1[CH2:9]3.[Br:12][C:13]1[CH:18]=[CH:17][C:16]([C:19]2[O:23][N:22]=[C:21]([CH:24]=O)[CH:20]=2)=[CH:15][CH:14]=1. Given the product [Br:12][C:13]1[CH:14]=[CH:15][C:16]([C:19]2[O:23][N:22]=[C:21]([CH2:24][NH:11][C:8]34[CH2:10][CH:4]5[CH2:5][CH:6]([CH2:1][CH:2]([CH2:3]5)[CH2:9]3)[CH2:7]4)[CH:20]=2)=[CH:17][CH:18]=1, predict the reactants needed to synthesize it. (5) Given the product [CH3:1][C:2]1[C:7]([CH3:8])=[CH:6][N:5]=[C:4]([NH2:9])[CH:3]=1, predict the reactants needed to synthesize it. The reactants are: [CH3:1][C:2]1[C:7]([CH3:8])=[CH:6][N:5]=[C:4]([NH:9]C(=O)OC(C)(C)C)[CH:3]=1.C(O)(C(F)(F)F)=O. (6) Given the product [NH2:22][C:12]1[CH:11]=[C:10]([CH:15]=[CH:14][C:13]=1[NH:16][CH2:17][CH2:18][N:19]([CH3:21])[CH3:20])[C:9]([NH:8][C:5]1[CH:4]=[CH:3][C:2]([Br:1])=[CH:7][CH:6]=1)=[O:25], predict the reactants needed to synthesize it. The reactants are: [Br:1][C:2]1[CH:7]=[CH:6][C:5]([NH:8][C:9](=[O:25])[C:10]2[CH:15]=[CH:14][C:13]([NH:16][CH2:17][CH2:18][N:19]([CH3:21])[CH3:20])=[C:12]([N+:22]([O-])=O)[CH:11]=2)=[CH:4][CH:3]=1.[NH4+].[Cl-].